This data is from Catalyst prediction with 721,799 reactions and 888 catalyst types from USPTO. The task is: Predict which catalyst facilitates the given reaction. (1) Reactant: C[O:2][C:3]1[CH:4]=[C:5]2[C:10](=[CH:11][CH:12]=1)[CH2:9][O:8][CH2:7][C:6]2([CH3:14])[CH3:13].BrB(Br)Br.O. Product: [CH3:13][C:6]1([CH3:14])[C:5]2[C:10](=[CH:11][CH:12]=[C:3]([OH:2])[CH:4]=2)[CH2:9][O:8][CH2:7]1. The catalyst class is: 2. (2) Reactant: [C:1]([N:4]([CH2:11][C:12]1[CH:17]=[CH:16][C:15]([C@@H:18]2[CH2:23][CH2:22][CH2:21][CH2:20][C@H:19]2[C:24]([OH:26])=O)=[CH:14][CH:13]=1)[C:5]1[CH:10]=[CH:9][CH:8]=[CH:7][N:6]=1)(=[O:3])[CH3:2].[NH2:27][C@@H:28]([C:32]1[CH:37]=[CH:36][CH:35]=[CH:34][CH:33]=1)[C:29]([NH2:31])=[O:30].ON1C2C=CC=CC=2N=N1.CCN=C=NCCCN(C)C.Cl. Product: [NH3:4].[C:1]([N:4]([CH2:11][C:12]1[CH:17]=[CH:16][C:15]([C@@H:18]2[CH2:23][CH2:22][CH2:21][CH2:20][C@H:19]2[C:24]([NH:27][C@@H:28]([C:32]2[CH:37]=[CH:36][CH:35]=[CH:34][CH:33]=2)[C:29]([NH2:31])=[O:30])=[O:26])=[CH:14][CH:13]=1)[C:5]1[CH:10]=[CH:9][CH:8]=[CH:7][N:6]=1)(=[O:3])[CH3:2]. The catalyst class is: 851. (3) The catalyst class is: 7. Reactant: [NH2:1][C:2]1[CH:7]=[CH:6][CH:5]=[CH:4][C:3]=1[C:8]1[NH:12][C:11]2[CH:13]=[C:14]([C:16]([O:18][CH3:19])=[O:17])[S:15][C:10]=2[C:9]=1[CH:20]1[CH2:25][CH2:24][CH2:23][CH2:22][CH2:21]1.C([O-])(=O)C.[Na+].C(O)(=O)C.[Cl:35][CH2:36][C:37](Cl)=[O:38]. Product: [Cl:35][CH2:36][C:37]([NH:1][C:2]1[CH:7]=[CH:6][CH:5]=[CH:4][C:3]=1[C:8]1[NH:12][C:11]2[CH:13]=[C:14]([C:16]([O:18][CH3:19])=[O:17])[S:15][C:10]=2[C:9]=1[CH:20]1[CH2:25][CH2:24][CH2:23][CH2:22][CH2:21]1)=[O:38]. (4) Product: [Cl:1][C:2]1[CH:3]=[CH:4][C:5]2[N:11]3[C:12]([CH3:15])=[N:13][N:14]=[C:10]3[C@@H:9]([CH2:16][CH2:17][C:18]([N:32]3[CH2:37][CH2:36][CH:35]([CH2:38][C:39]([O:41][CH2:42][CH3:43])=[O:40])[CH2:34][CH2:33]3)=[O:19])[O:8][C@H:7]([C:21]3[CH:26]=[CH:25][CH:24]=[C:23]([O:27][CH3:28])[C:22]=3[O:29][CH3:30])[C:6]=2[CH:31]=1. Reactant: [Cl:1][C:2]1[CH:3]=[CH:4][C:5]2[N:11]3[C:12]([CH3:15])=[N:13][N:14]=[C:10]3[C@@H:9]([CH2:16][CH2:17][C:18](O)=[O:19])[O:8][C@H:7]([C:21]3[CH:26]=[CH:25][CH:24]=[C:23]([O:27][CH3:28])[C:22]=3[O:29][CH3:30])[C:6]=2[CH:31]=1.[NH:32]1[CH2:37][CH2:36][CH:35]([CH2:38][C:39]([O:41][CH2:42][CH3:43])=[O:40])[CH2:34][CH2:33]1.ON1C2C=CC=CC=2N=N1.CN1CCOCC1.Cl.C(N=C=NCCCN(C)C)C. The catalyst class is: 42. (5) Reactant: [CH2:1]([N:3]([CH2:39][CH3:40])[C:4]([NH:6][C:7]1[C:8]([C:18]2[NH:22][C:21]3[CH:23]=[C:24]([F:38])[C:25]([O:27][CH2:28][CH2:29][CH2:30][CH2:31][N:32]4[CH2:37][CH2:36][CH2:35][CH2:34][CH2:33]4)=[CH:26][C:20]=3[N:19]=2)=[N:9][N:10](C2CCCCO2)[CH:11]=1)=[O:5])[CH3:2].FC(F)(F)C(O)=O. Product: [CH2:39]([N:3]([CH2:1][CH3:2])[C:4]([NH:6][C:7]1[C:8]([C:18]2[NH:22][C:21]3[CH:23]=[C:24]([F:38])[C:25]([O:27][CH2:28][CH2:29][CH2:30][CH2:31][N:32]4[CH2:33][CH2:34][CH2:35][CH2:36][CH2:37]4)=[CH:26][C:20]=3[N:19]=2)=[N:9][NH:10][CH:11]=1)=[O:5])[CH3:40]. The catalyst class is: 4. (6) Reactant: C1(P(C2C=CC=CC=2)C2C=CC=CC=2)C=CC=CC=1.N(C(OCC)=O)=NC(OCC)=O.[OH:32][C:33]1[C:42]2[C:37](=[CH:38][CH:39]=[CH:40][CH:41]=2)[N:36]([CH3:43])[C:35](=[O:44])[CH:34]=1.[N:45]1[CH:50]=[CH:49][CH:48]=[C:47]([CH2:51][CH2:52][N:53]([CH2:58][C:59]2[CH:64]=[CH:63][N:62]=[CH:61][CH:60]=2)[CH2:54][CH2:55][CH2:56]O)[CH:46]=1.C(OC(=O)C)C.[ClH:71]. Product: [ClH:71].[ClH:71].[ClH:71].[CH3:43][N:36]1[C:37]2[C:42](=[CH:41][CH:40]=[CH:39][CH:38]=2)[C:33]([O:32][CH2:56][CH2:55][CH2:54][N:53]([CH2:52][CH2:51][C:47]2[CH:46]=[N:45][CH:50]=[CH:49][CH:48]=2)[CH2:58][C:59]2[CH:64]=[CH:63][N:62]=[CH:61][CH:60]=2)=[CH:34][C:35]1=[O:44]. The catalyst class is: 362. (7) Reactant: [C:1]([O:5][C:6]([N:8]1[CH2:22][C@@H:21]([CH3:23])[N:11]2[C:12]3[CH:13]=[C:14]([CH3:20])[C:15](Br)=[CH:16][C:17]=3[CH:18]=[C:10]2[CH2:9]1)=[O:7])([CH3:4])([CH3:3])[CH3:2].[H][H]. Product: [C:1]([O:5][C:6]([N:8]1[CH2:22][C@@H:21]([CH3:23])[N:11]2[C:12]3[CH:13]=[C:14]([CH3:20])[CH:15]=[CH:16][C:17]=3[CH:18]=[C:10]2[CH2:9]1)=[O:7])([CH3:4])([CH3:2])[CH3:3]. The catalyst class is: 29. (8) Reactant: C([O:8][N:9]1[C:15](=[O:16])[N:14]2[CH2:17][C@H:10]1[CH2:11][CH2:12][C@H:13]2[C:18]1[CH:22]=[C:21]([CH2:23][NH:24][C:25]([NH:34][C:35]([O:37][C:38]([CH3:41])([CH3:40])[CH3:39])=[O:36])=[N:26][C:27]([O:29][C:30]([CH3:33])([CH3:32])[CH3:31])=[O:28])[O:20][N:19]=1)C1C=CC=CC=1. Product: [OH:8][N:9]1[C:15](=[O:16])[N:14]2[CH2:17][C@H:10]1[CH2:11][CH2:12][C@H:13]2[C:18]1[CH:22]=[C:21]([CH2:23][NH:24][C:25]([NH:34][C:35]([O:37][C:38]([CH3:41])([CH3:40])[CH3:39])=[O:36])=[N:26][C:27]([O:29][C:30]([CH3:33])([CH3:32])[CH3:31])=[O:28])[O:20][N:19]=1. The catalyst class is: 123.